From a dataset of Catalyst prediction with 721,799 reactions and 888 catalyst types from USPTO. Predict which catalyst facilitates the given reaction. Reactant: [S-2].[Li+].[Li+].[P:4]12([S:16][P:14]3([S:17][P:7]([S:9][P:10]([S:13]3)([S:12]1)=[S:11])(=[S:8])[S:6]2)=[S:15])=[S:5].[S:18]([Li:20])[Li:19].[O:21]([Li:23])[Li:22]. The catalyst class is: 194. Product: [S:18]([Li:20])[Li:19].[O:21]([Li:23])[Li:22].[P:4]12([S:6][P:7]3([S:9][P:10]([S:13][P:14]([S:17]3)([S:16]1)=[S:15])(=[S:11])[S:12]2)=[S:8])=[S:5].